This data is from Forward reaction prediction with 1.9M reactions from USPTO patents (1976-2016). The task is: Predict the product of the given reaction. (1) Given the reactants [NH2:1][CH:2]1[CH2:7][CH2:6][N:5]([CH2:8][CH:9]2[N:19]3[C:20]4[N:11]([C:12](=[O:22])[CH:13]=[CH:14][C:15]=4[N:16]=[CH:17][C:18]3=[O:21])[CH2:10]2)[CH2:4][CH2:3]1.[S:23]1[C:31]2[CH:30]=[C:29]([CH:32]=O)[N:28]=[CH:27][C:26]=2[O:25][CH2:24]1.C(O[BH-](OC(=O)C)OC(=O)C)(=O)C.[Na+].C(Cl)(Cl)[Cl:49].CO, predict the reaction product. The product is: [ClH:49].[S:23]1[C:31]2[CH:30]=[C:29]([CH2:32][NH:1][CH:2]3[CH2:7][CH2:6][N:5]([CH2:8][CH:9]4[N:19]5[C:20]6[N:11]([C:12](=[O:22])[CH:13]=[CH:14][C:15]=6[N:16]=[CH:17][C:18]5=[O:21])[CH2:10]4)[CH2:4][CH2:3]3)[N:28]=[CH:27][C:26]=2[O:25][CH2:24]1. (2) Given the reactants [NH2:1][C:2]1[CH:7]=[C:6]([O:8][CH2:9][C:10]2[CH:15]=[CH:14][CH:13]=[CH:12][CH:11]=2)[CH:5]=[CH:4][C:3]=1[S:16][C:17]1[CH:22]=[CH:21][C:20]([OH:23])=[CH:19][CH:18]=1.C([C:26]1[C:27]([N:32]=[CH:33][N:34]([CH3:36])C)=[N:28][CH:29]=[CH:30][CH:31]=1)#N.NC1C=C(OCC2C=CC=C(F)C=2)C=CC=1SC1C=CC(O)=CC=1, predict the reaction product. The product is: [CH2:9]([O:8][C:6]1[CH:5]=[CH:4][C:3]([S:16][C:17]2[CH:18]=[CH:19][C:20]([OH:23])=[CH:21][CH:22]=2)=[C:2]([NH:1][C:36]2[C:26]3[CH:31]=[CH:30][CH:29]=[N:28][C:27]=3[N:32]=[CH:33][N:34]=2)[CH:7]=1)[C:10]1[CH:11]=[CH:12][CH:13]=[CH:14][CH:15]=1. (3) The product is: [Cl:1][C:2]1[CH:7]=[CH:6][C:5]([O:8][C:9](=[O:24])[N:10]([CH2:12][CH2:13][C@H:14]2[CH2:19][CH2:18][C@H:17](/[CH:20]=[CH:21]/[CH2:22][Cl:37])[CH2:16][CH2:15]2)[CH3:11])=[CH:4][CH:3]=1. Given the reactants [Cl:1][C:2]1[CH:7]=[CH:6][C:5]([O:8][C:9](=[O:24])[N:10]([CH2:12][CH2:13][C@H:14]2[CH2:19][CH2:18][C@H:17](/[CH:20]=[CH:21]/[CH2:22]O)[CH2:16][CH2:15]2)[CH3:11])=[CH:4][CH:3]=1.N1C(C)=CC=CC=1C.CS([Cl:37])(=O)=O, predict the reaction product. (4) Given the reactants [F:1][C:2]1[CH:7]=[CH:6][C:5]([C:8]2[CH:16]=[C:15]3[C:11]([CH2:12][C:13](=[O:17])[NH:14]3)=[CH:10][CH:9]=2)=[CH:4][CH:3]=1.[N:18]1([CH2:23][CH2:24][O:25][C:26]2[CH:27]=[C:28]3[C:32](=[CH:33][CH:34]=2)[NH:31][C:30]([CH:35]=O)=[CH:29]3)[CH2:22][CH2:21][CH2:20][CH2:19]1, predict the reaction product. The product is: [F:1][C:2]1[CH:3]=[CH:4][C:5]([C:8]2[CH:16]=[C:15]3[C:11]([C:12](=[CH:35][C:30]4[NH:31][C:32]5[C:28]([CH:29]=4)=[CH:27][C:26]([O:25][CH2:24][CH2:23][N:18]4[CH2:22][CH2:21][CH2:20][CH2:19]4)=[CH:34][CH:33]=5)[C:13](=[O:17])[NH:14]3)=[CH:10][CH:9]=2)=[CH:6][CH:7]=1. (5) The product is: [F:41][C:42]([F:47])([F:46])[C:43]([OH:45])=[O:44].[CH2:19]([N:18]([C:26]1[N:27]=[CH:28][C:29]([N:38]2[CH2:39][CH2:40][N:35]([CH3:34])[CH2:36][CH2:37]2)=[CH:30][N:31]=1)[CH2:17][CH2:16][C:14]1[N:15]=[C:11]([S:10][C:7]([CH3:9])([CH3:8])[C:6]([OH:5])=[O:33])[S:12][CH:13]=1)[CH2:20][CH2:21][CH2:22][CH2:23][CH2:24][CH3:25]. Given the reactants C([O:5][C:6](=[O:33])[C:7]([S:10][C:11]1[S:12][CH:13]=[C:14]([CH2:16][CH2:17][N:18]([C:26]2[N:31]=[CH:30][C:29](Br)=[CH:28][N:27]=2)[CH2:19][CH2:20][CH2:21][CH2:22][CH2:23][CH2:24][CH3:25])[N:15]=1)([CH3:9])[CH3:8])(C)(C)C.[CH3:34][N:35]1[CH2:40][CH2:39][NH:38][CH2:37][CH2:36]1.[F:41][C:42]([F:47])([F:46])[C:43]([OH:45])=[O:44], predict the reaction product. (6) Given the reactants C(O[C:6]([N:8]1[CH2:12][C:11](=[N:13][O:14][CH3:15])[CH2:10][C@H:9]1[C:16]([OH:18])=O)=[O:7])(C)(C)C.[C:19]1([C:28]2[CH:33]=[CH:32][CH:31]=[CH:30][CH:29]=2)[CH:24]=[CH:23][C:22](C(Cl)=O)=[CH:21][CH:20]=1.[NH2:34][C@@H:35]([CH2:44][OH:45])[C@H:36]([C:38]1[CH:43]=[CH:42][CH:41]=[CH:40][CH:39]=1)[OH:37], predict the reaction product. The product is: [C:28]1([C:19]2[CH:20]=[CH:21][CH:22]=[CH:23][CH:24]=2)[CH:29]=[CH:30][C:31]([C:6]([N:8]2[CH2:12][C:11](=[N:13][O:14][CH3:15])[CH2:10][C@H:9]2[C:16]([NH:34][C@@H:35]([CH2:44][OH:45])[C@@H:36]([OH:37])[C:38]2[CH:43]=[CH:42][CH:41]=[CH:40][CH:39]=2)=[O:18])=[O:7])=[CH:32][CH:33]=1. (7) Given the reactants [C:1]([O:5][CH:6]([C:11]1[C:12]([CH3:34])=[N:13][C:14]2[N:15]([N:25]=[C:26]([C:28]3[CH:33]=[CH:32][CH:31]=[CH:30][CH:29]=3)[N:27]=2)[C:16]=1[N:17]1[CH2:22][CH2:21][C:20]([CH3:24])([CH3:23])[CH2:19][CH2:18]1)[C:7]([O:9]C)=[O:8])([CH3:4])([CH3:3])[CH3:2].[OH-].[Na+], predict the reaction product. The product is: [C:1]([O:5][CH:6]([C:11]1[C:12]([CH3:34])=[N:13][C:14]2[N:15]([N:25]=[C:26]([C:28]3[CH:29]=[CH:30][CH:31]=[CH:32][CH:33]=3)[N:27]=2)[C:16]=1[N:17]1[CH2:18][CH2:19][C:20]([CH3:24])([CH3:23])[CH2:21][CH2:22]1)[C:7]([OH:9])=[O:8])([CH3:2])([CH3:3])[CH3:4].